Dataset: Catalyst prediction with 721,799 reactions and 888 catalyst types from USPTO. Task: Predict which catalyst facilitates the given reaction. (1) Reactant: [Cl:1][C:2]1[CH:28]=[CH:27][CH:26]=[C:25]([Cl:29])[C:3]=1[C:4]([NH:6][C@H:7]([C:21]([O:23]C)=[O:22])[CH2:8][C:9]1[CH:14]=[CH:13][C:12]([CH:15]2[CH2:20][CH2:19][NH:18][CH2:17][CH2:16]2)=[CH:11][CH:10]=1)=[O:5].C(N(C(C)C)CC)(C)C.[N:39]1[CH:44]=[CH:43][N:42]=[CH:41][C:40]=1[C:45](O)=[O:46].CN(C(ON1N=NC2C=CC=NC1=2)=[N+](C)C)C.F[P-](F)(F)(F)(F)F. Product: [Cl:1][C:2]1[CH:28]=[CH:27][CH:26]=[C:25]([Cl:29])[C:3]=1[C:4]([NH:6][C@H:7]([C:21]([OH:23])=[O:22])[CH2:8][C:9]1[CH:10]=[CH:11][C:12]([CH:15]2[CH2:16][CH2:17][N:18]([C:45]([C:40]3[CH:41]=[N:42][CH:43]=[CH:44][N:39]=3)=[O:46])[CH2:19][CH2:20]2)=[CH:13][CH:14]=1)=[O:5]. The catalyst class is: 3. (2) Reactant: Br[C:2]1[CH:9]=[CH:8][C:5]([C:6]#[N:7])=[C:4]([Cl:10])[CH:3]=1.[CH:11]1([C@@:14]2([OH:21])[C@H:18]([CH3:19])[NH:17][C:16](=[O:20])[CH2:15]2)[CH2:13][CH2:12]1.C1(P(C2C=CC=CC=2)C2C3OC4C(=CC=CC=4P(C4C=CC=CC=4)C4C=CC=CC=4)C(C)(C)C=3C=CC=2)C=CC=CC=1.C(=O)([O-])[O-].[Cs+].[Cs+]. Product: [Cl:10][C:4]1[CH:3]=[C:2]([N:17]2[C:16](=[O:20])[CH2:15][C@:14]([CH:11]3[CH2:13][CH2:12]3)([OH:21])[C@@H:18]2[CH3:19])[CH:9]=[CH:8][C:5]=1[C:6]#[N:7]. The catalyst class is: 110.